From a dataset of Forward reaction prediction with 1.9M reactions from USPTO patents (1976-2016). Predict the product of the given reaction. (1) Given the reactants [CH2:1]([C@H:8]1[CH2:12][O:11][C:10](=[O:13])[N:9]1[C:14](=[O:33])[C@@H:15](CC(OC(C)(C)C)=O)[CH2:16][CH2:17][CH2:18][CH2:19][CH2:20][CH2:21][CH2:22][CH2:23][CH3:24])[C:2]1[CH:7]=[CH:6][CH:5]=[CH:4][CH:3]=1.C(NC(C)C)(C)C.C([Li])CCC.BrCC(OC(C)(C)C)=O.Cl, predict the reaction product. The product is: [CH2:1]([C@H:8]1[CH2:12][O:11][C:10](=[O:13])[N:9]1[C:14](=[O:33])[CH2:15][CH2:16][CH2:17][CH2:18][CH2:19][CH2:20][CH2:21][CH2:22][CH2:23][CH3:24])[C:2]1[CH:3]=[CH:4][CH:5]=[CH:6][CH:7]=1. (2) Given the reactants [NH2:1][CH:2]1[CH2:5][N:4]([C:6]([C:8]2[CH:9]=[C:10]([CH:23]=[CH:24][C:25]=2[F:26])[CH2:11][C:12]2[C:21]3[C:16](=[CH:17][CH:18]=[CH:19][CH:20]=3)[C:15](=[O:22])[NH:14][N:13]=2)=[O:7])[CH2:3]1.[CH3:27][CH:28]([CH3:33])[CH2:29][C:30](=O)[CH3:31].C(O[BH-](OC(=O)C)OC(=O)C)(=O)C.[Na+], predict the reaction product. The product is: [F:26][C:25]1[CH:24]=[CH:23][C:10]([CH2:11][C:12]2[C:21]3[C:16](=[CH:17][CH:18]=[CH:19][CH:20]=3)[C:15](=[O:22])[NH:14][N:13]=2)=[CH:9][C:8]=1[C:6]([N:4]1[CH2:3][CH:2]([NH:1][CH:30]([CH2:29][CH:28]([CH3:33])[CH3:27])[CH3:31])[CH2:5]1)=[O:7]. (3) Given the reactants [CH3:1][C:2]12[CH2:11][C:9]3([NH2:12])[CH2:10][CH:4]([CH2:5][C:6]([CH3:13])([CH2:8]3)[CH2:7]1)[CH2:3]2.CO.C[Si](C)(C)[Cl:18].Cl[SiH3], predict the reaction product. The product is: [CH3:13][C:6]12[CH2:8][C:9]3([NH2:12])[CH2:10][CH:4]([CH2:3][C:2]([CH3:1])([CH2:11]3)[CH2:7]1)[CH2:5]2.[ClH:18].